Dataset: Catalyst prediction with 721,799 reactions and 888 catalyst types from USPTO. Task: Predict which catalyst facilitates the given reaction. (1) Reactant: [CH3:1][N:2]1[CH2:7][CH2:6][NH:5][CH2:4][CH2:3]1.Br[CH2:9][CH2:10][CH2:11][CH2:12][CH2:13][O:14][C:15]1[C:16]([O:35][CH3:36])=[CH:17][CH:18]=[C:19]2[C:24]=1[O:23][C:22](=[O:25])[CH:21]=[C:20]2[NH:26][C:27]1[C:32]([Cl:33])=[CH:31][N:30]=[CH:29][C:28]=1[Cl:34].C([O-])([O-])=O.[K+].[K+]. Product: [Cl:34][C:28]1[CH:29]=[N:30][CH:31]=[C:32]([Cl:33])[C:27]=1[NH:26][C:20]1[C:19]2[C:24](=[C:15]([O:14][CH2:13][CH2:12][CH2:11][CH2:10][CH2:9][N:5]3[CH2:6][CH2:7][N:2]([CH3:1])[CH2:3][CH2:4]3)[C:16]([O:35][CH3:36])=[CH:17][CH:18]=2)[O:23][C:22](=[O:25])[CH:21]=1. The catalyst class is: 16. (2) Reactant: [NH:1]1[CH:5]=[CH:4][CH:3]=[C:2]1[C:6]([OH:8])=[O:7].[CH3:9][Si](Cl)(C)C. Product: [CH3:9][O:7][C:6]([C:2]1[NH:1][CH:5]=[CH:4][CH:3]=1)=[O:8]. The catalyst class is: 5. (3) Reactant: C([O:8][C:9]1[CH:10]=[C:11]2[N:21]([C:22]([C:24]3[NH:25][C:26]4[C:31]([CH:32]=3)=[CH:30][C:29]([O:33][CH3:34])=[C:28]([O:35][CH3:36])[C:27]=4[O:37][CH3:38])=[O:23])[CH2:20][CH:19]([CH2:39][Cl:40])[C:12]2=[C:13]2[C:18]=1[N:17]=[CH:16][CH:15]=[CH:14]2)C1C=CC=CC=1. Product: [Cl:40][CH2:39][CH:19]1[C:12]2=[C:13]3[C:18](=[C:9]([OH:8])[CH:10]=[C:11]2[N:21]([C:22]([C:24]2[NH:25][C:26]4[C:31]([CH:32]=2)=[CH:30][C:29]([O:33][CH3:34])=[C:28]([O:35][CH3:36])[C:27]=4[O:37][CH3:38])=[O:23])[CH2:20]1)[N:17]=[CH:16][CH:15]=[CH:14]3. The catalyst class is: 354. (4) Reactant: [CH:1]1([C:6]([O:8]C)=O)[CH2:5][CH2:4][CH2:3][CH2:2]1.[C:10](#[N:12])[CH3:11].[H-].[Na+]. Product: [CH:1]1([C:6](=[O:8])[CH2:11][C:10]#[N:12])[CH2:2][CH2:3][CH2:4][CH2:5]1. The catalyst class is: 7. (5) Reactant: Cl.[CH2:2]([C@@H:4]1[CH2:8][NH:7][CH2:6][C@H:5]1[C:9]1[NH:10][C:11](=[O:24])[C:12]2[CH:17]=[N:16][N:15]([CH:18]3[CH2:23][CH2:22][O:21][CH2:20][CH2:19]3)[C:13]=2[N:14]=1)[CH3:3].C(=O)([O-])[O-].[K+].[K+].Br.Br[CH2:33][C:34]1[CH:39]=[CH:38][CH:37]=[CH:36][N:35]=1. Product: [CH2:2]([C@@H:4]1[CH2:8][N:7]([CH2:33][C:34]2[CH:39]=[CH:38][CH:37]=[CH:36][N:35]=2)[CH2:6][C@H:5]1[C:9]1[NH:10][C:11](=[O:24])[C:12]2[CH:17]=[N:16][N:15]([CH:18]3[CH2:19][CH2:20][O:21][CH2:22][CH2:23]3)[C:13]=2[N:14]=1)[CH3:3]. The catalyst class is: 10. (6) Reactant: [Br:1][C:2]1[CH:7]=[C:6]([C:8]([CH3:11])([CH3:10])[CH3:9])[CH:5]=[CH:4][C:3]=1[OH:12].BrC1C2[O:22][CH2:21]N(C(C)(C)C)CC=2C=C(C(C)(C)C)C=1.C1N2CN3CN(C2)CN1C3.Cl. Product: [Br:1][C:2]1[C:3]([OH:12])=[C:4]([CH:5]=[C:6]([C:8]([CH3:9])([CH3:11])[CH3:10])[CH:7]=1)[CH:21]=[O:22]. The catalyst class is: 55. (7) Product: [CH3:15][O:16][C:17]1[CH:22]=[CH:21][C:20]([CH2:23][S:24][C:2]2[CH:14]=[CH:13][CH:12]=[CH:11][C:3]=2[O:4][CH2:5][C:6]([O:8][CH2:9][CH3:10])=[O:7])=[CH:19][CH:18]=1. The catalyst class is: 62. Reactant: Br[C:2]1[CH:14]=[CH:13][CH:12]=[CH:11][C:3]=1[O:4][CH2:5][C:6]([O:8][CH2:9][CH3:10])=[O:7].[CH3:15][O:16][C:17]1[CH:22]=[CH:21][C:20]([CH2:23][SH:24])=[CH:19][CH:18]=1.CC1(C)C2C(=C(P(C3C=CC=CC=3)C3C=CC=CC=3)C=CC=2)OC2C(P(C3C=CC=CC=3)C3C=CC=CC=3)=CC=CC1=2.CCN(C(C)C)C(C)C. (8) Reactant: [CH:1]1([C:4]2[CH:8]=[CH:7][NH:6][N:5]=2)[CH2:3][CH2:2]1.[N+:9]([O-])([OH:11])=[O:10]. Product: [CH:1]1([C:4]2[C:8]([N+:9]([O-:11])=[O:10])=[CH:7][NH:6][N:5]=2)[CH2:3][CH2:2]1. The catalyst class is: 82.